This data is from Forward reaction prediction with 1.9M reactions from USPTO patents (1976-2016). The task is: Predict the product of the given reaction. (1) Given the reactants [Cl:1][C:2]1[CH:3]=[C:4]([NH2:19])[CH:5]=[N:6][C:7]=1[O:8][C:9]1[CH:10]=[N:11][C:12]2[C:17]([CH:18]=1)=[CH:16][CH:15]=[CH:14][CH:13]=2.[C:20]1([S:26](Cl)(=[O:28])=[O:27])[CH:25]=[CH:24][CH:23]=[CH:22][CH:21]=1, predict the reaction product. The product is: [Cl:1][C:2]1[CH:3]=[C:4]([NH:19][S:26]([C:20]2[CH:25]=[CH:24][CH:23]=[CH:22][CH:21]=2)(=[O:28])=[O:27])[CH:5]=[N:6][C:7]=1[O:8][C:9]1[CH:10]=[N:11][C:12]2[C:17]([CH:18]=1)=[CH:16][CH:15]=[CH:14][CH:13]=2. (2) The product is: [C:43]([NH:1][C@@H:2]1[C:13](=[O:14])[O:12][C@H:11]([C:15]2[CH:16]=[CH:17][CH:18]=[CH:19][CH:20]=2)[C@H:10]([CH3:21])[N:9]([CH3:22])[C:8](=[O:23])[C@H:7]([CH2:24][C:25]([NH:27][CH2:28][C:29]2[CH:30]=[CH:31][C:32]([Cl:35])=[CH:33][CH:34]=2)=[O:26])[CH2:6][CH:5]=[CH:4][CH2:3]1)(=[O:45])[CH3:44]. Given the reactants [NH2:1][C@@H:2]1[C:13](=[O:14])[O:12][C@H:11]([C:15]2[CH:20]=[CH:19][CH:18]=[CH:17][CH:16]=2)[C@H:10]([CH3:21])[N:9]([CH3:22])[C:8](=[O:23])[C@H:7]([CH2:24][C:25]([NH:27][CH2:28][C:29]2[CH:34]=[CH:33][C:32]([Cl:35])=[CH:31][CH:30]=2)=[O:26])[CH2:6][CH:5]=[CH:4][CH2:3]1.C(N(CC)CC)C.[C:43](OC(=O)C)(=[O:45])[CH3:44], predict the reaction product. (3) Given the reactants [NH2:1][C:2]1[CH:3]=[CH:4][C:5]([O:19][C:20]2[CH:25]=[CH:24][C:23]([F:26])=[CH:22][C:21]=2[F:27])=[C:6]([C:8]2[C:9]([O:16][CH2:17][CH3:18])=[CH:10][C:11](=[O:15])[N:12]([CH3:14])[CH:13]=2)[CH:7]=1.CCN(C(C)C)C(C)C.CN(C(ON1N=NC2C=CC=NC1=2)=[N+](C)C)C.F[P-](F)(F)(F)(F)F.[Cl:61][C:62]1[CH:67]=[CH:66][C:65]([F:68])=[CH:64][C:63]=1[CH2:69][C:70](O)=[O:71], predict the reaction product. The product is: [Cl:61][C:62]1[CH:67]=[CH:66][C:65]([F:68])=[CH:64][C:63]=1[CH2:69][C:70]([NH:1][C:2]1[CH:3]=[CH:4][C:5]([O:19][C:20]2[CH:25]=[CH:24][C:23]([F:26])=[CH:22][C:21]=2[F:27])=[C:6]([C:8]2[C:9]([O:16][CH2:17][CH3:18])=[CH:10][C:11](=[O:15])[N:12]([CH3:14])[CH:13]=2)[CH:7]=1)=[O:71]. (4) Given the reactants [NH2:1][C:2]1[C:7]2=[C:8]([C:21]#[C:22][Si](C)(C)C)[CH:9]=[C:10]([C@@H:11]3[O:17][C@H:16]([CH2:18][OH:19])[C@@H:14]([OH:15])[C@@:12]3([CH3:20])[OH:13])[N:6]2[N:5]=[CH:4][N:3]=1.C(=O)([O-])[O-], predict the reaction product. The product is: [NH2:1][C:2]1[C:7]2=[C:8]([C:21]#[CH:22])[CH:9]=[C:10]([C@@H:11]3[O:17][C@H:16]([CH2:18][OH:19])[C@@H:14]([OH:15])[C@@:12]3([CH3:20])[OH:13])[N:6]2[N:5]=[CH:4][N:3]=1. (5) Given the reactants [Cl:1][C:2]1[C:3]([CH3:31])=[C:4]([CH:28]2[CH2:30][O:29]2)[C:5]([O:26][CH3:27])=[C:6]([CH:8]([NH:10][C:11]2[N:19]=[CH:18][N:17]=[C:16]3[C:12]=2[N:13]=[CH:14][N:15]3[CH:20]2[CH2:25][CH2:24][CH2:23][CH2:22][O:21]2)[CH3:9])[CH:7]=1.[CH:32]([NH2:35])([CH3:34])[CH3:33].CCN(C(C)C)C(C)C.CO, predict the reaction product. The product is: [Cl:1][C:2]1[C:3]([CH3:31])=[C:4]([CH:28]([OH:29])[CH2:30][NH:35][CH:32]([CH3:34])[CH3:33])[C:5]([O:26][CH3:27])=[C:6]([CH:8]([NH:10][C:11]2[N:19]=[CH:18][N:17]=[C:16]3[C:12]=2[N:13]=[CH:14][N:15]3[CH:20]2[CH2:25][CH2:24][CH2:23][CH2:22][O:21]2)[CH3:9])[CH:7]=1. (6) Given the reactants [C:1]([O:5][C:6]([NH:8][CH2:9][C:10]([NH:12][C@H:13]([C:18]([O:20][CH3:21])=[O:19])[C@H:14]([CH2:16][CH3:17])C)=[O:11])=[O:7])([CH3:4])([CH3:3])[CH3:2].Cl.[CH:23]1(C[C@@H](C(OC)=O)N)[CH2:28]CC[CH2:25][CH2:24]1, predict the reaction product. The product is: [C:1]([O:5][C:6]([NH:8][CH2:9][C:10]([NH:12][C@H:13]([C:18]([O:20][CH3:21])=[O:19])[CH2:14][CH:16]1[CH2:17][CH2:25][CH2:24][CH2:23][CH2:28]1)=[O:11])=[O:7])([CH3:2])([CH3:3])[CH3:4]. (7) Given the reactants [Cl:1][C:2]1[CH:7]=[CH:6][C:5]([C@H:8]2[C@@H:12]([C:13]3[CH:18]=[CH:17][C:16]([Cl:19])=[CH:15][CH:14]=3)[N:11]([C:20](Cl)=[O:21])[C:10]([C:23]3[S:24][CH:25]=[CH:26][C:27]=3[O:28][CH2:29][CH3:30])=[N:9]2)=[CH:4][CH:3]=1.Cl.Cl.[C:33]([NH:37][C:38](=[O:46])[CH2:39][N:40]1[CH2:45][CH2:44][NH:43][CH2:42][CH2:41]1)([CH3:36])([CH3:35])[CH3:34], predict the reaction product. The product is: [Cl:1][C:2]1[CH:7]=[CH:6][C:5]([C@H:8]2[C@@H:12]([C:13]3[CH:14]=[CH:15][C:16]([Cl:19])=[CH:17][CH:18]=3)[N:11]([C:20]([N:43]3[CH2:42][CH2:41][N:40]([CH2:39][C:38]([NH:37][C:33]([CH3:36])([CH3:35])[CH3:34])=[O:46])[CH2:45][CH2:44]3)=[O:21])[C:10]([C:23]3[S:24][CH:25]=[CH:26][C:27]=3[O:28][CH2:29][CH3:30])=[N:9]2)=[CH:4][CH:3]=1. (8) Given the reactants [Cl:1][C:2]1[CH:3]=[C:4]([CH:41]=[CH:42][CH:43]=1)[CH2:5][N:6]1[CH:10]=[C:9]([C:11]2[C:19]3[C:14](=[N:15][CH:16]=[C:17]([C:20]4[CH:21]=[C:22]([NH:26][S:27]([CH3:30])(=[O:29])=[O:28])[CH:23]=[CH:24][CH:25]=4)[CH:18]=3)[N:13](S(C3C=CC(C)=CC=3)(=O)=O)[CH:12]=2)[CH:8]=[N:7]1.[OH-].[Li+], predict the reaction product. The product is: [Cl:1][C:2]1[CH:3]=[C:4]([CH:41]=[CH:42][CH:43]=1)[CH2:5][N:6]1[CH:10]=[C:9]([C:11]2[C:19]3[C:14](=[N:15][CH:16]=[C:17]([C:20]4[CH:21]=[C:22]([NH:26][S:27]([CH3:30])(=[O:28])=[O:29])[CH:23]=[CH:24][CH:25]=4)[CH:18]=3)[NH:13][CH:12]=2)[CH:8]=[N:7]1.